Dataset: Full USPTO retrosynthesis dataset with 1.9M reactions from patents (1976-2016). Task: Predict the reactants needed to synthesize the given product. (1) Given the product [Br:14][CH:6]1[C:5]2[CH:4]([N+:1]([O-:3])=[O:2])[CH2:12][CH2:11][CH2:10][C:9]=2[C:8](=[O:13])[O:7]1, predict the reactants needed to synthesize it. The reactants are: [N+:1]([CH:4]1[CH2:12][CH2:11][CH2:10][C:9]2[C:8](=[O:13])[O:7][CH2:6][C:5]1=2)([O-:3])=[O:2].[Br:14]N1C(=O)CCC1=O.C(OOC(=O)C1C=CC=CC=1)(=O)C1C=CC=CC=1.C(Cl)Cl. (2) Given the product [CH2:3]([C:3]1[C:4]([C:5]([OH:7])=[O:6])=[CH:8][C:9]([C:10]([OH:12])=[O:11])=[C:13]([CH2:8][CH:4]=[CH2:5])[C:2]=1[C:1]([OH:15])=[O:14])[CH:2]=[CH2:1], predict the reactants needed to synthesize it. The reactants are: [C:1]([OH:15])(=[O:14])[C:2]1[CH:13]=[C:9]([C:10]([OH:12])=[O:11])[CH:8]=[C:4]([C:5]([OH:7])=[O:6])[CH:3]=1.S(Cl)(Cl)=O.CN(C=O)C.[OH-].[K+]. (3) Given the product [Br:13][C:10]1[CH:11]=[CH:12][C:7]([C:15]([OH:20])([CH3:14])[CH2:16][CH2:17][CH2:18][CH3:19])=[CH:8][CH:9]=1, predict the reactants needed to synthesize it. The reactants are: [Li]CCCC.Br[C:7]1[CH:12]=[CH:11][C:10]([Br:13])=[CH:9][CH:8]=1.[CH3:14][C:15](=[O:20])[CH2:16][CH2:17][CH2:18][CH3:19]. (4) Given the product [ClH:27].[S:1]1[C:5]2[CH:6]=[CH:7][CH:8]=[C:9]([CH2:10][CH2:11][O:12][CH2:13][CH2:14][N:15]3[CH2:19][CH2:18][CH:17]([OH:20])[CH2:16]3)[C:4]=2[CH:3]=[CH:2]1, predict the reactants needed to synthesize it. The reactants are: [S:1]1[C:5]2[CH:6]=[CH:7][CH:8]=[C:9]([CH2:10][CH2:11][O:12][CH2:13][CH2:14][N:15]3[CH2:19][CH2:18][CH:17]([OH:20])[CH2:16]3)[C:4]=2[CH:3]=[CH:2]1.C(OCC)(=O)C.[ClH:27].